Dataset: NCI-60 drug combinations with 297,098 pairs across 59 cell lines. Task: Regression. Given two drug SMILES strings and cell line genomic features, predict the synergy score measuring deviation from expected non-interaction effect. Drug 1: CN(C)N=NC1=C(NC=N1)C(=O)N. Drug 2: CCC1(CC2CC(C3=C(CCN(C2)C1)C4=CC=CC=C4N3)(C5=C(C=C6C(=C5)C78CCN9C7C(C=CC9)(C(C(C8N6C)(C(=O)OC)O)OC(=O)C)CC)OC)C(=O)OC)O.OS(=O)(=O)O. Cell line: 786-0. Synergy scores: CSS=0.739, Synergy_ZIP=-8.83, Synergy_Bliss=-13.3, Synergy_Loewe=-35.8, Synergy_HSA=-13.5.